Task: Predict the reaction yield, written as a fraction of the theoretical maximum amount of product (1.0 means a 100% yield; for example, 0.34 means a 34% yield).. Dataset: Reaction yield outcomes from USPTO patents with 853,638 reactions The reactants are C[O:2][C:3](=[O:22])[CH:4]([C:11]1[CH:16]=[CH:15][C:14]([S:17]([CH3:20])(=[O:19])=[O:18])=[C:13]([Cl:21])[CH:12]=1)[CH2:5][CH:6]1[CH2:10][CH2:9][O:8][CH2:7]1.[OH-].[K+]. The catalyst is C(O)C.O. The product is [Cl:21][C:13]1[CH:12]=[C:11]([CH:4]([CH2:5][CH:6]2[CH2:10][CH2:9][O:8][CH2:7]2)[C:3]([OH:22])=[O:2])[CH:16]=[CH:15][C:14]=1[S:17]([CH3:20])(=[O:19])=[O:18]. The yield is 0.940.